From a dataset of Catalyst prediction with 721,799 reactions and 888 catalyst types from USPTO. Predict which catalyst facilitates the given reaction. (1) Reactant: [BH4-].[Na+].[Cl:3][C:4]1[CH:5]=[C:6](/[C:19](/[C:27]2[NH:32][C:31](=[O:33])[C:30]([C:34]([F:37])([F:36])[F:35])=[CH:29][CH:28]=2)=[CH:20]\[C@H:21]2[CH2:25][CH2:24][C:23](=[O:26])[CH2:22]2)[CH:7]=[CH:8][C:9]=1[O:10][CH2:11][CH2:12][CH2:13][N:14]([CH2:17][CH3:18])[CH2:15][CH3:16].O. Product: [Cl:3][C:4]1[CH:5]=[C:6](/[C:19](/[C:27]2[NH:32][C:31](=[O:33])[C:30]([C:34]([F:37])([F:35])[F:36])=[CH:29][CH:28]=2)=[CH:20]\[C@H:21]2[CH2:25][CH2:24][CH:23]([OH:26])[CH2:22]2)[CH:7]=[CH:8][C:9]=1[O:10][CH2:11][CH2:12][CH2:13][N:14]([CH2:15][CH3:16])[CH2:17][CH3:18]. The catalyst class is: 430. (2) Reactant: [N:1]([CH2:4][C:5]1[CH:10]=[C:9]([Br:11])[C:8]([F:12])=[CH:7][C:6]=1[F:13])=[N+]=[N-].C1(P(C2C=CC=CC=2)C2C=CC=CC=2)C=CC=CC=1. Product: [Br:11][C:9]1[C:8]([F:12])=[CH:7][C:6]([F:13])=[C:5]([CH:10]=1)[CH2:4][NH2:1]. The catalyst class is: 20.